Dataset: Full USPTO retrosynthesis dataset with 1.9M reactions from patents (1976-2016). Task: Predict the reactants needed to synthesize the given product. (1) Given the product [Cl:1][C:2]1[C:3]([O:25][CH3:26])=[CH:4][C:5]([O:23][CH3:24])=[C:6]([CH2:8][CH2:9][C:10]2([CH:18]3[CH2:22][CH2:21][CH2:20][CH2:19]3)[O:15][C:14](=[O:16])[C:13]([CH2:36][C:35]3[N:31]([CH3:30])[N:32]=[C:33]([C:38]4[CH:43]=[N:42][CH:41]=[CH:40][N:39]=4)[N:34]=3)=[C:12]([OH:17])[CH2:11]2)[CH:7]=1, predict the reactants needed to synthesize it. The reactants are: [Cl:1][C:2]1[C:3]([O:25][CH3:26])=[CH:4][C:5]([O:23][CH3:24])=[C:6]([CH2:8][CH2:9][C:10]2([CH:18]3[CH2:22][CH2:21][CH2:20][CH2:19]3)[O:15][C:14](=[O:16])[CH2:13][C:12](=[O:17])[CH2:11]2)[CH:7]=1.O.Cl.Cl.[CH3:30][N:31]1[C:35]([CH:36]=O)=[N:34][C:33]([C:38]2[CH:43]=[N:42][CH:41]=[CH:40][N:39]=2)=[N:32]1.C(N(CC)CC)C.Cl. (2) Given the product [CH3:9][N:10]1[CH2:15][CH2:14][N:13]([C:16]2[S:17][CH:18]=[C:19]([C:21]3[CH:22]=[CH:23][C:24]([C:27]([NH:28][C:29]4([C:30]([NH:1][C@H:2]([CH2:7][OH:8])[CH2:3][CH2:4][S:5][CH3:6])=[O:32])[CH2:33][CH2:34][CH2:35][CH2:36][CH2:37]4)=[O:31])=[CH:25][CH:26]=3)[N:20]=2)[CH2:12][CH2:11]1, predict the reactants needed to synthesize it. The reactants are: [NH2:1][C@H:2]([CH2:7][OH:8])[CH2:3][CH2:4][S:5][CH3:6].[CH3:9][N:10]1[CH2:15][CH2:14][N:13]([C:16]2[S:17][CH:18]=[C:19]([C:21]3[CH:26]=[CH:25][C:24]([C:27]4[O:31][C:30](=[O:32])[C:29]5([CH2:37][CH2:36][CH2:35][CH2:34][CH2:33]5)[N:28]=4)=[CH:23][CH:22]=3)[N:20]=2)[CH2:12][CH2:11]1. (3) Given the product [CH3:1][C:2]1([CH3:17])[CH2:6][C:5]2[CH:7]=[CH:8][CH:9]=[C:10]([N:11]3[CH2:16][CH2:15][N:14]([CH2:19][CH2:20][C:21]4[CH:22]=[CH:23][C:24]5[O:29][CH2:28][C:27](=[O:30])[NH:26][C:25]=5[CH:31]=4)[CH2:13][CH2:12]3)[C:4]=2[O:3]1, predict the reactants needed to synthesize it. The reactants are: [CH3:1][C:2]1([CH3:17])[CH2:6][C:5]2[CH:7]=[CH:8][CH:9]=[C:10]([N:11]3[CH2:16][CH2:15][NH:14][CH2:13][CH2:12]3)[C:4]=2[O:3]1.Cl[CH2:19][CH2:20][C:21]1[CH:22]=[C:23](F)[C:24]2[O:29][CH2:28][C:27](=[O:30])[NH:26][C:25]=2[CH:31]=1. (4) Given the product [CH3:10][C:6]1[N:7]=[N:8][S:9][C:5]=1[C:3]([OH:4])=[O:2], predict the reactants needed to synthesize it. The reactants are: C[O:2][C:3]([C:5]1[S:9][N:8]=[N:7][C:6]=1[CH3:10])=[O:4].Cl. (5) Given the product [Cl:12][C:9]1[CH:10]=[CH:11][C:2]([NH:18][C:17]2[CH:19]=[CH:20][C:14]([F:13])=[C:15]([N+:21]([O-:23])=[O:22])[CH:16]=2)=[C:3]([CH:8]=1)[C:4]([O:6][CH3:7])=[O:5], predict the reactants needed to synthesize it. The reactants are: Br[C:2]1[CH:11]=[CH:10][C:9]([Cl:12])=[CH:8][C:3]=1[C:4]([O:6][CH3:7])=[O:5].[F:13][C:14]1[CH:20]=[CH:19][C:17]([NH2:18])=[CH:16][C:15]=1[N+:21]([O-:23])=[O:22].C(=O)([O-])[O-].[Cs+].[Cs+].C1(C)C=CC=CC=1. (6) Given the product [NH2:1][C:2]1[C:3]([C:8]([O:10][CH3:11])=[O:9])=[N:4][C:5]([Br:17])=[CH:6][CH:7]=1, predict the reactants needed to synthesize it. The reactants are: [NH2:1][C:2]1[C:3]([C:8]([O:10][CH3:11])=[O:9])=[N:4][CH:5]=[CH:6][CH:7]=1.S(=O)(=O)(O)O.[Br:17]Br.[OH-].[Na+].